From a dataset of Forward reaction prediction with 1.9M reactions from USPTO patents (1976-2016). Predict the product of the given reaction. (1) Given the reactants [F:1][C:2]1[CH:3]=[C:4]([CH:7]=[C:8]([N+:10]([O-:12])=[O:11])[CH:9]=1)[CH:5]=[O:6].S(C[C:24]#[N:25])(C1C=CC(C)=CC=1)(=O)=O.[CH3:26]O, predict the reaction product. The product is: [F:1][C:2]1[CH:3]=[C:4]([C:5]2[O:6][CH:24]=[N:25][CH:26]=2)[CH:7]=[C:8]([N+:10]([O-:12])=[O:11])[CH:9]=1. (2) Given the reactants [CH2:1]([N:8]([CH2:16][CH2:17][N:18]1[C:27]2[C:22]([C:23](=[O:29])[NH:24][C:25](=[O:28])[N:26]=2)=[N:21][C:20]2[CH:30]=[C:31]([CH3:35])[C:32]([CH3:34])=[CH:33][C:19]1=2)C(=O)OC(C)(C)C)[C:2]1[CH:7]=[CH:6][CH:5]=[CH:4][CH:3]=1.[C:36]([OH:42])([C:38]([F:41])([F:40])[F:39])=[O:37], predict the reaction product. The product is: [F:39][C:38]([F:41])([F:40])[C:36]([OH:42])=[O:37].[CH2:1]([NH:8][CH2:16][CH2:17][N:18]1[C:27]2[C:22]([C:23](=[O:29])[NH:24][C:25](=[O:28])[N:26]=2)=[N:21][C:20]2[CH:30]=[C:31]([CH3:35])[C:32]([CH3:34])=[CH:33][C:19]1=2)[C:2]1[CH:3]=[CH:4][CH:5]=[CH:6][CH:7]=1.